From a dataset of Full USPTO retrosynthesis dataset with 1.9M reactions from patents (1976-2016). Predict the reactants needed to synthesize the given product. (1) Given the product [Cl:1][C:2]1[C:3]2[N:4]([CH:10]=[N:9][C:8]=2[C:12]2[CH:17]=[CH:16][C:15]([O:18][C:19]3[CH:24]=[CH:23][CH:22]=[CH:21][CH:20]=3)=[CH:14][CH:13]=2)[CH:5]=[CH:6][N:7]=1, predict the reactants needed to synthesize it. The reactants are: [Cl:1][C:2]1[C:3]([CH:8]([C:12]2[CH:17]=[CH:16][C:15]([O:18][C:19]3[CH:24]=[CH:23][CH:22]=[CH:21][CH:20]=3)=[CH:14][CH:13]=2)[NH:9][CH:10]=O)=[N:4][CH:5]=[CH:6][N:7]=1.C(N)=O.CN(C=O)C.O=P(Cl)(Cl)Cl.CCOC(C)=O.C(Cl)Cl. (2) The reactants are: [C:1]([C:5]1[CH:10]=[CH:9][C:8]([S:11]([N:14]([C:18]2[CH:22]=[CH:21][S:20][C:19]=2[C:23]([O:25][CH3:26])=[O:24])COC)(=[O:13])=[O:12])=[C:7]([CH:27]=[CH:28][C:29]2[CH:34]=[CH:33][CH:32]=[CH:31][CH:30]=2)[CH:6]=1)([CH3:4])([CH3:3])[CH3:2].Cl. Given the product [C:1]([C:5]1[CH:10]=[CH:9][C:8]([S:11]([NH:14][C:18]2[CH:22]=[CH:21][S:20][C:19]=2[C:23]([O:25][CH3:26])=[O:24])(=[O:13])=[O:12])=[C:7]([CH:27]=[CH:28][C:29]2[CH:30]=[CH:31][CH:32]=[CH:33][CH:34]=2)[CH:6]=1)([CH3:4])([CH3:2])[CH3:3], predict the reactants needed to synthesize it. (3) The reactants are: [NH2:1][C:2]1[CH:7]=[CH:6][CH:5]=[CH:4][C:3]=1[OH:8].[C:9](Cl)(=[O:12])[CH:10]=[CH2:11].[Cl-].[Li+]. Given the product [OH:8][C:3]1[CH:4]=[CH:5][CH:6]=[CH:7][C:2]=1[NH:1][C:9](=[O:12])[CH:10]=[CH2:11], predict the reactants needed to synthesize it. (4) Given the product [CH3:16][C:10]1([CH3:17])[C:11](=[O:15])[CH:12]([CH3:14])[CH2:13][NH:8][CH2:9]1, predict the reactants needed to synthesize it. The reactants are: C([N:8]1[CH2:13][CH:12]([CH3:14])[C:11](=[O:15])[C:10]([CH3:17])([CH3:16])[CH2:9]1)C1C=CC=CC=1. (5) Given the product [F:19][C:20]1[CH:21]=[C:22]([C@@:27]([OH:33])([CH3:1])[C:28]([O:30][CH2:31][CH3:32])=[O:29])[CH:23]=[C:24]([F:26])[CH:25]=1, predict the reactants needed to synthesize it. The reactants are: [CH2:1](NC(=O)[C@@H](O)C1C=CC=CC=1)C1C=CC=CC=1.[F:19][C:20]1[CH:21]=[C:22]([C:27](=[O:33])[C:28]([O:30][CH2:31][CH3:32])=[O:29])[CH:23]=[C:24]([F:26])[CH:25]=1.C[Zn]C. (6) Given the product [CH:15]([O:18][C:19]([N:21]1[C@@H:26]([CH:1]([CH3:3])[CH3:2])[CH2:25][C:24](=[O:27])[CH2:23][C@@H:22]1[CH:28]([CH3:30])[CH3:29])=[O:20])([CH3:17])[CH3:16], predict the reactants needed to synthesize it. The reactants are: [CH:1]([Mg]Br)([CH3:3])[CH3:2].B(F)(F)F.CCOCC.[CH:15]([O:18][C:19]([N:21]1[CH:26]=[CH:25][C:24](=[O:27])[CH2:23][CH:22]1[CH:28]([CH3:30])[CH3:29])=[O:20])([CH3:17])[CH3:16]. (7) Given the product [CH:1]1([C:7]2[C:11]([CH2:12][C:13]3[CH:20]=[CH:19][C:35]([C:34]([OH:32])=[O:36])=[CH:15][CH:14]=3)=[CH:10][N:9]([C:21]3[CH:26]=[CH:25][C:24]([O:27][C:28]([F:31])([F:30])[F:29])=[CH:23][CH:22]=3)[N:8]=2)[CH2:6][CH2:5][CH2:4][CH2:3][CH2:2]1, predict the reactants needed to synthesize it. The reactants are: [CH:1]1([C:7]2[C:11]([CH2:12][C:13]3[CH:20]=[CH:19]C(C#N)=[CH:15][CH:14]=3)=[CH:10][N:9]([C:21]3[CH:26]=[CH:25][C:24]([O:27][C:28]([F:31])([F:30])[F:29])=[CH:23][CH:22]=3)[N:8]=2)[CH2:6][CH2:5][CH2:4][CH2:3][CH2:2]1.[OH-:32].[K+].[CH2:34]([OH:36])[CH3:35].